From a dataset of Peptide-MHC class II binding affinity with 134,281 pairs from IEDB. Regression. Given a peptide amino acid sequence and an MHC pseudo amino acid sequence, predict their binding affinity value. This is MHC class II binding data. The MHC is HLA-DQA10301-DQB10302 with pseudo-sequence HLA-DQA10301-DQB10302. The binding affinity (normalized) is 0.419. The peptide sequence is YLTFLPSADEIYDAKV.